Dataset: Forward reaction prediction with 1.9M reactions from USPTO patents (1976-2016). Task: Predict the product of the given reaction. (1) The product is: [F:1][CH:2]([F:26])[O:3][C:4]1[CH:5]=[C:6]([CH:10]([OH:11])[C:12]([C:18]2[CH:23]=[C:22]([F:24])[CH:21]=[C:20]([F:25])[CH:19]=2)=[O:30])[CH:7]=[CH:8][CH:9]=1. Given the reactants [F:1][CH:2]([F:26])[O:3][C:4]1[CH:5]=[C:6]([CH:10]([C:12]2([C:18]3[CH:23]=[C:22]([F:24])[CH:21]=[C:20]([F:25])[CH:19]=3)SCCCS2)[OH:11])[CH:7]=[CH:8][CH:9]=1.FC(F)(F)C(OC1C(OC(=O)C(F)(F)F)=C(I)C=CC=1)=[O:30].CCCCCC.CCOC(C)=O, predict the reaction product. (2) Given the reactants [NH2:1][C:2]1[CH:33]=[CH:32][C:5]([C:6]([NH:8][C@H:9]2[CH2:14][CH2:13][CH2:12][C@@H:11]([NH:15][C:16]3[N:21]=[C:20]([C:22]4[C:30]5[C:25](=[CH:26][CH:27]=[CH:28][CH:29]=5)[NH:24][N:23]=4)[C:19]([Cl:31])=[CH:18][N:17]=3)[CH2:10]2)=[O:7])=[CH:4][CH:3]=1.CCN(CC)CC.[C:41](Cl)(=[O:44])[CH:42]=[CH2:43].CO, predict the reaction product. The product is: [C:41]([NH:1][C:2]1[CH:3]=[CH:4][C:5]([C:6]([NH:8][C@H:9]2[CH2:14][CH2:13][CH2:12][C@@H:11]([NH:15][C:16]3[N:21]=[C:20]([C:22]4[C:30]5[C:25](=[CH:26][CH:27]=[CH:28][CH:29]=5)[NH:24][N:23]=4)[C:19]([Cl:31])=[CH:18][N:17]=3)[CH2:10]2)=[O:7])=[CH:32][CH:33]=1)(=[O:44])[CH:42]=[CH2:43]. (3) Given the reactants P(Cl)(Cl)([Cl:3])=O.[Cl:6][C:7]1[CH:12]=[CH:11][CH:10]=[C:9]([F:13])[C:8]=1[N:14]1[C:18]2=[N:19][CH:20]=[N:21][C:22](O)=[C:17]2[CH:16]=[N:15]1, predict the reaction product. The product is: [Cl:3][C:22]1[N:21]=[CH:20][N:19]=[C:18]2[N:14]([C:8]3[C:9]([F:13])=[CH:10][CH:11]=[CH:12][C:7]=3[Cl:6])[N:15]=[CH:16][C:17]=12. (4) Given the reactants [CH3:1][O:2][C:3]1[CH:4]=[C:5]([CH:21]=[CH:22][C:23]=1[O:24][CH3:25])[CH2:6][CH:7]1[C:16]2[C:11](=[CH:12][C:13]([O:19][CH3:20])=[C:14]([O:17][CH3:18])[CH:15]=2)[CH2:10][CH2:9][NH:8]1.Br[CH2:27][C:28](Br)=[O:29].[NH2:31][CH:32]1[C:40]2[C:35](=[CH:36][CH:37]=[C:38]([O:41][CH3:42])[CH:39]=2)[CH2:34][CH2:33]1, predict the reaction product. The product is: [CH3:1][O:2][C:3]1[CH:4]=[C:5]([CH:21]=[CH:22][C:23]=1[O:24][CH3:25])[CH2:6][CH:7]1[C:16]2[C:11](=[CH:12][C:13]([O:19][CH3:20])=[C:14]([O:17][CH3:18])[CH:15]=2)[CH2:10][CH2:9][N:8]1[CH2:27][C:28]([NH:31][CH:32]1[C:40]2[C:35](=[CH:36][CH:37]=[C:38]([O:41][CH3:42])[CH:39]=2)[CH2:34][CH2:33]1)=[O:29]. (5) The product is: [CH2:47]([N:51]([CH2:52][C:53]1[CH:67]=[CH:66][C:56]([O:57][C:58]([CH3:65])([CH3:64])[C:59]([O:61][CH2:62][CH3:63])=[O:60])=[C:55]([CH3:68])[CH:54]=1)[C:70]1[CH:75]=[CH:74][CH:73]=[C:72]([C:76]2[CH:81]=[CH:80][C:79]([C:82]([F:83])([F:85])[F:84])=[CH:78][CH:77]=2)[N:71]=1)[CH2:48][CH2:49][CH3:50]. Given the reactants C1C=CC(P(C2C=CC3C(=CC=CC=3)C=2C2C3C(=CC=CC=3)C=CC=2P(C2C=CC=CC=2)C2C=CC=CC=2)C2C=CC=CC=2)=CC=1.[CH2:47]([NH:51][CH2:52][C:53]1[CH:67]=[CH:66][C:56]([O:57][C:58]([CH3:65])([CH3:64])[C:59]([O:61][CH2:62][CH3:63])=[O:60])=[C:55]([CH3:68])[CH:54]=1)[CH2:48][CH2:49][CH3:50].Br[C:70]1[CH:75]=[CH:74][CH:73]=[C:72]([C:76]2[CH:81]=[CH:80][C:79]([C:82]([F:85])([F:84])[F:83])=[CH:78][CH:77]=2)[N:71]=1.C(=O)([O-])[O-].[Cs+].[Cs+], predict the reaction product.